Regression. Given two drug SMILES strings and cell line genomic features, predict the synergy score measuring deviation from expected non-interaction effect. From a dataset of NCI-60 drug combinations with 297,098 pairs across 59 cell lines. (1) Drug 1: CC1=C(N=C(N=C1N)C(CC(=O)N)NCC(C(=O)N)N)C(=O)NC(C(C2=CN=CN2)OC3C(C(C(C(O3)CO)O)O)OC4C(C(C(C(O4)CO)O)OC(=O)N)O)C(=O)NC(C)C(C(C)C(=O)NC(C(C)O)C(=O)NCCC5=NC(=CS5)C6=NC(=CS6)C(=O)NCCC[S+](C)C)O. Drug 2: C(CN)CNCCSP(=O)(O)O. Cell line: MDA-MB-435. Synergy scores: CSS=-0.311, Synergy_ZIP=0.798, Synergy_Bliss=1.69, Synergy_Loewe=1.16, Synergy_HSA=0.474. (2) Drug 1: CNC(=O)C1=CC=CC=C1SC2=CC3=C(C=C2)C(=NN3)C=CC4=CC=CC=N4. Drug 2: C1CCN(CC1)CCOC2=CC=C(C=C2)C(=O)C3=C(SC4=C3C=CC(=C4)O)C5=CC=C(C=C5)O. Cell line: COLO 205. Synergy scores: CSS=0.724, Synergy_ZIP=8.14, Synergy_Bliss=10.9, Synergy_Loewe=4.20, Synergy_HSA=5.50. (3) Drug 1: C1=CC(=C2C(=C1NCCNCCO)C(=O)C3=C(C=CC(=C3C2=O)O)O)NCCNCCO. Drug 2: CN(CC1=CN=C2C(=N1)C(=NC(=N2)N)N)C3=CC=C(C=C3)C(=O)NC(CCC(=O)O)C(=O)O. Cell line: OVCAR-8. Synergy scores: CSS=50.0, Synergy_ZIP=1.46, Synergy_Bliss=5.12, Synergy_Loewe=-0.388, Synergy_HSA=8.31.